This data is from Full USPTO retrosynthesis dataset with 1.9M reactions from patents (1976-2016). The task is: Predict the reactants needed to synthesize the given product. (1) Given the product [C:1]([N:8]1[CH2:13][CH2:12][N:11]([C:14]2[CH:19]=[CH:18][CH:17]=[CH:16][C:15]=2[O:20][CH2:21][C:22]([NH:25][S:34]([CH3:33])(=[O:36])=[O:35])([CH3:24])[CH3:23])[CH2:10][CH2:9]1)([O:3][C:4]([CH3:7])([CH3:6])[CH3:5])=[O:2], predict the reactants needed to synthesize it. The reactants are: [C:1]([N:8]1[CH2:13][CH2:12][N:11]([C:14]2[CH:19]=[CH:18][CH:17]=[CH:16][C:15]=2[O:20][CH2:21][C:22]([NH2:25])([CH3:24])[CH3:23])[CH2:10][CH2:9]1)([O:3][C:4]([CH3:7])([CH3:6])[CH3:5])=[O:2].CCN(CC)CC.[CH3:33][S:34](Cl)(=[O:36])=[O:35]. (2) Given the product [CH3:10][C:4]1[CH:3]=[C:2]([B:11]2[O:15][C:14]([CH3:17])([CH3:16])[C:13]([CH3:19])([CH3:18])[O:12]2)[CH:9]=[CH:8][C:5]=1[C:6]#[N:7], predict the reactants needed to synthesize it. The reactants are: Br[C:2]1[CH:9]=[CH:8][C:5]([C:6]#[N:7])=[C:4]([CH3:10])[CH:3]=1.[B:11]1([B:11]2[O:15][C:14]([CH3:17])([CH3:16])[C:13]([CH3:19])([CH3:18])[O:12]2)[O:15][C:14]([CH3:17])([CH3:16])[C:13]([CH3:19])([CH3:18])[O:12]1.C([O-])(=O)C.[K+]. (3) Given the product [OH:18][CH:19]1[CH2:22][N:21]([C:23]2[S:24][CH:25]=[C:26]([C:28](=[O:54])[NH:29][C@H:30]([CH2:35][OH:36])[C@@H:31]([CH3:34])[CH2:32][CH3:33])[N:27]=2)[CH2:20]1, predict the reactants needed to synthesize it. The reactants are: [Si]([O:18][CH:19]1[CH2:22][N:21]([C:23]2[S:24][CH:25]=[C:26]([C:28](=[O:54])[NH:29][C@H:30]([CH2:35][O:36][Si](C(C)(C)C)(C3C=CC=CC=3)C3C=CC=CC=3)[C@@H:31]([CH3:34])[CH2:32][CH3:33])[N:27]=2)[CH2:20]1)(C(C)(C)C)(C1C=CC=CC=1)C1C=CC=CC=1.[F-].C([N+](CCCC)(CCCC)CCCC)CCC. (4) Given the product [CH3:7][N:8]1[CH2:9][CH2:10][N:11]([C:14]2[CH:15]=[CH:16][C:17]([C:18]([NH:45][C:42]3[NH:43][N:44]=[C:40]([CH2:32][CH2:33][C:34]4[CH:39]=[CH:38][CH:37]=[CH:36][CH:35]=4)[CH:41]=3)=[O:20])=[CH:21][CH:22]=2)[CH2:12][CH2:13]1, predict the reactants needed to synthesize it. The reactants are: C(Cl)(=O)C(Cl)=O.[CH3:7][N:8]1[CH2:13][CH2:12][N:11]([C:14]2[CH:22]=[CH:21][C:17]([C:18]([OH:20])=O)=[CH:16][CH:15]=2)[CH2:10][CH2:9]1.CCN(C(C)C)C(C)C.[CH2:32]([C:40]1[CH:41]=[C:42]([NH2:45])[NH:43][N:44]=1)[CH2:33][C:34]1[CH:39]=[CH:38][CH:37]=[CH:36][CH:35]=1.